This data is from Forward reaction prediction with 1.9M reactions from USPTO patents (1976-2016). The task is: Predict the product of the given reaction. (1) Given the reactants [C:1]([O:5][C@@H:6]([C:10]1[C:30]([CH3:31])=[CH:29][C:13]2[N:14]=[C:15]([C:17]3[CH:22]=[CH:21][N:20]=[C:19]([N:23]4[CH2:28][CH2:27]O[CH2:25][CH2:24]4)[CH:18]=3)[S:16][C:12]=2[C:11]=1[C:32]1[CH:37]=[CH:36][C:35]([Cl:38])=[CH:34][CH:33]=1)[C:7]([OH:9])=[O:8])([CH3:4])([CH3:3])[CH3:2].[CH3:39][N:40]1CCN(C2C=CC=CN=2)CC1.N1C=CC(B(O)O)=CC=1, predict the reaction product. The product is: [C:1]([O:5][C@@H:6]([C:10]1[C:30]([CH3:31])=[CH:29][C:13]2[N:14]=[C:15]([C:17]3[CH:22]=[CH:21][N:20]=[C:19]([N:23]4[CH2:28][CH2:27][N:40]([CH3:39])[CH2:25][CH2:24]4)[CH:18]=3)[S:16][C:12]=2[C:11]=1[C:32]1[CH:33]=[CH:34][C:35]([Cl:38])=[CH:36][CH:37]=1)[C:7]([OH:9])=[O:8])([CH3:3])([CH3:2])[CH3:4]. (2) Given the reactants F[C:2]1[CH:3]=[N:4][CH:5]=[C:6]([F:10])[C:7]=1[CH:8]=O.[C:11]([O:15][C:16]([CH3:19])([CH3:18])[CH3:17])(=[O:14])[CH2:12][SH:13].C(=O)([O-])[O-].[Cs+].[Cs+], predict the reaction product. The product is: [C:16]([O:15][C:11]([C:12]1[S:13][C:2]2=[CH:3][N:4]=[CH:5][C:6]([F:10])=[C:7]2[CH:8]=1)=[O:14])([CH3:19])([CH3:18])[CH3:17]. (3) Given the reactants C[N:2]1[C:7]([CH3:8])=[CH:6][C:5]([C:9]([OH:11])=[O:10])=[CH:4][C:3]1=[O:12].Cl[Si](C)(C)[CH3:15], predict the reaction product. The product is: [CH3:15][O:11][C:9]([C:5]1[CH:6]=[C:7]([CH3:8])[NH:2][C:3](=[O:12])[CH:4]=1)=[O:10]. (4) Given the reactants [NH2:1][C:2]1[CH:11]=[CH:10][CH:9]=[C:8]2[C:3]=1[CH:4]=[CH:5][N:6]([CH2:13][C@H:14]1[CH2:18][CH2:17][CH2:16][N:15]1[C:19]([O:21][C:22]([CH3:25])([CH3:24])[CH3:23])=[O:20])[C:7]2=[O:12].CN(C)C=O.[OH:31][C:32]1([CH2:39][C:40](O)=[O:41])[CH2:38][CH2:37][CH2:36][CH2:35][CH2:34][CH2:33]1.F[P-](F)(F)(F)(F)F.C[N+](C)=C(N(C)C)ON1C2N=CC=CC=2N=N1.C(N(CC)C(C)C)(C)C, predict the reaction product. The product is: [OH:31][C:32]1([CH2:39][C:40]([NH:1][C:2]2[CH:11]=[CH:10][CH:9]=[C:8]3[C:3]=2[CH:4]=[CH:5][N:6]([CH2:13][C@H:14]2[CH2:18][CH2:17][CH2:16][N:15]2[C:19]([O:21][C:22]([CH3:25])([CH3:24])[CH3:23])=[O:20])[C:7]3=[O:12])=[O:41])[CH2:38][CH2:37][CH2:36][CH2:35][CH2:34][CH2:33]1. (5) Given the reactants [C:1]1([S:7]([CH2:9][Cl:10])=O)[CH:6]=[CH:5][CH:4]=[CH:3][CH:2]=1.[CH3:11][C:12]1[CH:13]=[CH:14][CH:15]=[CH:16][C:17]=1[CH3:18].[F:19][C:20]([F:33])([F:32])[S:21]([O:24]S(C(F)(F)F)(=O)=O)(=[O:23])=[O:22], predict the reaction product. The product is: [O-:24][S:21]([C:20]([F:33])([F:32])[F:19])(=[O:23])=[O:22].[Cl:10][CH2:9][S+:7]([C:14]1[CH:15]=[CH:16][C:17]([CH3:18])=[C:12]([CH3:11])[CH:13]=1)[C:1]1[CH:6]=[CH:5][CH:4]=[CH:3][CH:2]=1. (6) Given the reactants [CH2:1]([C:3]1[CH:8]=[CH:7][CH:6]=[C:5]([CH2:9][CH3:10])[C:4]=1[C:11]1[CH:16]=[CH:15][CH:14]=[C:13]([CH:17]=[O:18])[CH:12]=1)[CH3:2].[BH4-].[Na+].Cl, predict the reaction product. The product is: [CH2:1]([C:3]1[CH:8]=[CH:7][CH:6]=[C:5]([CH2:9][CH3:10])[C:4]=1[C:11]1[CH:16]=[CH:15][CH:14]=[C:13]([CH2:17][OH:18])[CH:12]=1)[CH3:2].